From a dataset of Catalyst prediction with 721,799 reactions and 888 catalyst types from USPTO. Predict which catalyst facilitates the given reaction. Reactant: [C:1]([O:5][C:6]([NH:8][C:9]1[CH:17]=[CH:16][C:12]([C:13]([O-:15])=[O:14])=[CH:11][C:10]=1[Cl:18])=[O:7])([CH3:4])([CH3:3])[CH3:2].[Li+].[OH-]. Product: [C:1]([O:5][C:6]([NH:8][C:9]1[CH:17]=[CH:16][C:12]([C:13]([OH:15])=[O:14])=[CH:11][C:10]=1[Cl:18])=[O:7])([CH3:4])([CH3:2])[CH3:3]. The catalyst class is: 56.